From a dataset of Orexin1 receptor HTS with 218,158 compounds and 233 confirmed actives. Binary Classification. Given a drug SMILES string, predict its activity (active/inactive) in a high-throughput screening assay against a specified biological target. The drug is O(C(=O)N1CCC(NC(=O)c2nc[nH]c2C(=O)NCC(OCc2ccccc2)=O)CC1)C(C)(C)C. The result is 0 (inactive).